Dataset: Retrosynthesis with 50K atom-mapped reactions and 10 reaction types from USPTO. Task: Predict the reactants needed to synthesize the given product. (1) Given the product Cc1nc2cc3c(cc2o1)CCN(CCCl)CC3, predict the reactants needed to synthesize it. The reactants are: Cc1nc2cc3c(cc2o1)CCNCC3.O=CCCl. (2) Given the product CC(C)(C)OC(=O)NCCCC(=O)NCc1nc2ccccc2[nH]1, predict the reactants needed to synthesize it. The reactants are: CC(C)(C)OC(=O)NCCCC(=O)O.NCc1nc2ccccc2[nH]1. (3) Given the product C[C@H](CO)Nc1nc(SCc2cccc(F)c2F)nc2[nH]c(=O)sc12, predict the reactants needed to synthesize it. The reactants are: C[C@H](CO)Nc1nc(SCc2cccc(F)c2F)nc2c1sc(=O)n2C1CCCCO1. (4) The reactants are: C=C(C)[C@@H]1CC[C@]2(N)CC[C@]3(C)[C@H](CC[C@@H]4[C@@]5(C)CC=C(OS(=O)(=O)C(F)(F)F)C(C)(C)[C@@H]5CC[C@]43C)[C@@H]12.CC1(C)OB(C2=CCC(O)(C(=O)OCc3ccccc3)CC2)OC1(C)C. Given the product C=C(C)[C@@H]1CC[C@]2(N)CC[C@]3(C)[C@H](CC[C@@H]4[C@@]5(C)CC=C(C6=CCC(O)(C(=O)OCc7ccccc7)CC6)C(C)(C)[C@@H]5CC[C@]43C)[C@@H]12, predict the reactants needed to synthesize it. (5) Given the product CCOC(=O)C(C)NS(=O)(=O)c1ccccc1, predict the reactants needed to synthesize it. The reactants are: CCOC(=O)C(C)N.O=S(=O)(Cl)c1ccccc1. (6) Given the product CN1CCC(c2c[nH]c3ccc(NC(=O)C4CCCC4)cc23)CC1, predict the reactants needed to synthesize it. The reactants are: CN1CCC(c2c[nH]c3ccc(N)cc23)CC1.O=C(O)C1CCCC1. (7) Given the product CN(C)CCn1cc(-c2ccnc3c2ccn3S(=O)(=O)c2ccccc2)c(-c2ccc([N+](=O)[O-])cc2)n1, predict the reactants needed to synthesize it. The reactants are: CC1(C)OB(c2ccnc3c2ccn3S(=O)(=O)c2ccccc2)OC1(C)C.CN(C)CCn1cc(Br)c(-c2ccc([N+](=O)[O-])cc2)n1.